Predict the reactants needed to synthesize the given product. From a dataset of Full USPTO retrosynthesis dataset with 1.9M reactions from patents (1976-2016). (1) Given the product [C:10]([C:4]1[C:3]([O:2][CH3:1])=[CH:8][CH:7]=[CH:6][N:5]=1)#[N:12], predict the reactants needed to synthesize it. The reactants are: [CH3:1][O:2][C:3]1[CH:4]=[N+:5]([O-])[CH:6]=[CH:7][CH:8]=1.[CH2:10]([N:12](CC)CC)C. (2) Given the product [Br:1][C:2]1[C:3]([F:12])=[CH:4][C:5]([F:11])=[C:6]([CH2:7][OH:8])[CH:10]=1, predict the reactants needed to synthesize it. The reactants are: [Br:1][C:2]1[C:3]([F:12])=[CH:4][C:5]([F:11])=[C:6]([CH:10]=1)[C:7](O)=[O:8].S(C)C.CO.Cl. (3) Given the product [CH2:1]([C:3]1[C:8]([OH:9])=[CH:7][C:6]([OH:10])=[C:5]([C:20](=[O:22])[C:19]2[CH:23]=[CH:24][C:25]([O:26][CH3:27])=[C:17]([OH:16])[CH:18]=2)[C:4]=1[CH2:11][C:12]([O:14][CH3:15])=[O:13])[CH3:2], predict the reactants needed to synthesize it. The reactants are: [CH2:1]([C:3]1[C:8]([OH:9])=[CH:7][C:6]([OH:10])=[CH:5][C:4]=1[CH2:11][C:12]([O:14][CH3:15])=[O:13])[CH3:2].[OH:16][C:17]1[CH:18]=[C:19]([CH:23]=[CH:24][C:25]=1[O:26][CH3:27])[C:20]([OH:22])=O. (4) Given the product [CH2:22]([O:21][C:19](=[O:20])[CH2:18][O:10][C:7]1[CH:8]=[CH:9][C:4]([CH:1]([CH3:3])[CH3:2])=[CH:5][CH:6]=1)[CH3:23], predict the reactants needed to synthesize it. The reactants are: [CH:1]([C:4]1[CH:9]=[CH:8][C:7]([OH:10])=[CH:6][CH:5]=1)([CH3:3])[CH3:2].C(=O)([O-])[O-].[K+].[K+].Br[CH2:18][C:19]([O:21][CH2:22][CH3:23])=[O:20].